From a dataset of Experimentally validated miRNA-target interactions with 360,000+ pairs, plus equal number of negative samples. Binary Classification. Given a miRNA mature sequence and a target amino acid sequence, predict their likelihood of interaction. The miRNA is rno-miR-200b-5p with sequence CAUCUUACUGGGCAGCAUUGGA. The protein sequence of the target gene is MSGWADERGGEGDGRIYVGNLPTDVREKDLEDLFYKYGRIREIELKNRHGLVPFAFVRFEDPRDAEDAIYGRNGYDYGQCRLRVEFPRTYGGRGGWPRGGRNGPPTRRSDFRVLVSGLPPSGSWQDLKDHMREAGDVCYADVQKDGVGMVEYLRKEDMEYALRKLDDTKFRSHEGETSYIRVYPERSTSYGYSRSRSGSRGRDSPYQSRGSPHYFSPFRPY. Result: 0 (no interaction).